This data is from Reaction yield outcomes from USPTO patents with 853,638 reactions. The task is: Predict the reaction yield, written as a fraction of the theoretical maximum amount of product (1.0 means a 100% yield; for example, 0.34 means a 34% yield). (1) The reactants are Cl[C:2]1[C:7]([C:8]([NH:10][CH2:11][C:12]2[CH:17]=[C:16]([F:18])[CH:15]=[C:14](F)[CH:13]=2)=[O:9])=[C:6]([CH3:20])[CH:5]=[C:4]([Cl:21])[N:3]=1.C([O-])([O-])=O.[K+].[K+].[CH2:28]([SH:30])[CH3:29].O. The catalyst is CN(C=O)C. The product is [Cl:21][C:4]1[N:3]=[C:2]([S:30][CH2:28][CH3:29])[C:7]([C:8]([NH:10][CH2:11][C:12]2[CH:13]=[CH:14][CH:15]=[C:16]([F:18])[CH:17]=2)=[O:9])=[C:6]([CH3:20])[CH:5]=1. The yield is 0.760. (2) The reactants are [Br:1][C:2]1[CH:3]=[C:4]([CH3:18])[C:5]2[NH:6][C:7]3[C:12]([S:13][C:14]=2[CH:15]=1)=[CH:11][C:10]([Br:16])=[CH:9][C:8]=3[CH3:17].[CH3:19][C:20]([O:23][C:24](O[C:24]([O:23][C:20]([CH3:22])([CH3:21])[CH3:19])=[O:25])=[O:25])([CH3:22])[CH3:21]. The catalyst is CN(C1C=CN=CC=1)C.C(#N)C. The product is [Br:16][C:10]1[CH:9]=[C:8]([CH3:17])[C:7]2[N:6]([C:24]([O:23][C:20]([CH3:22])([CH3:21])[CH3:19])=[O:25])[C:5]3[C:14]([S:13][C:12]=2[CH:11]=1)=[CH:15][C:2]([Br:1])=[CH:3][C:4]=3[CH3:18]. The yield is 0.620.